From a dataset of Forward reaction prediction with 1.9M reactions from USPTO patents (1976-2016). Predict the product of the given reaction. (1) Given the reactants [C:1]([O:4][C@@H:5]1[O:22][C@H:21]([CH2:23][O:24][C:25](=[O:27])[CH3:26])[C@@H:16]([O:17][C:18](=[O:20])[CH3:19])[C@H:11]([O:12][C:13](=[O:15])[CH3:14])[C@H:6]1[O:7][C:8](=[O:10])[CH3:9])(=O)[CH3:2].[CH3:28][C:29]([CH2:34][CH2:35][CH2:36][CH:37]([CH3:44])[CH2:38][CH2:39][CH2:40][CH:41]([CH3:43])[CH3:42])=[CH:30]CCO.C(N(CC)CC)C, predict the reaction product. The product is: [C:8]([O:7][C@@H:6]1[C@@H:11]([O:12][C:13](=[O:15])[CH3:14])[C@H:16]([O:17][C:18](=[O:20])[CH3:19])[C@@H:21]([CH2:23][O:24][C:25](=[O:27])[CH3:26])[O:22][CH:5]1[O:4][CH2:1][CH2:2][CH:28]=[C:29]([CH3:30])[CH2:34][CH2:35][CH2:36][CH:37]([CH3:44])[CH2:38][CH2:39][CH2:40][CH:41]([CH3:42])[CH3:43])(=[O:10])[CH3:9]. (2) Given the reactants O1CCOCC1.[C:7]([O:17][C:18](=[C:20]([F:22])[F:21])[F:19])([C:10]([C:13]([F:16])([F:15])[F:14])([F:12])[F:11])([F:9])[F:8].[OH:23][CH2:24][CH2:25][CH2:26][CH2:27][CH:28]=[CH2:29].[OH-].[K+], predict the reaction product. The product is: [C:7]([O:17][CH:18]([C:20]([O:23][CH2:24][CH2:25][CH2:26][CH2:27][CH:28]=[CH2:29])([F:21])[F:22])[F:19])([C:10]([C:13]([F:16])([F:15])[F:14])([F:12])[F:11])([F:9])[F:8]. (3) The product is: [CH3:15][N:16]1[CH:20]=[C:19]([C:2]2[C:7]([NH2:8])=[CH:6][C:5]([C:11]([F:14])([F:13])[F:12])=[CH:4][N:3]=2)[CH:18]=[N:17]1. Given the reactants Cl[C:2]1[C:7]([N+:8]([O-])=O)=[CH:6][C:5]([C:11]([F:14])([F:13])[F:12])=[CH:4][N:3]=1.[CH3:15][N:16]1[CH:20]=[C:19](B2OC(C)(C)C(C)(C)O2)[CH:18]=[N:17]1.C(=O)([O-])[O-].[Cs+].[Cs+], predict the reaction product.